From a dataset of Full USPTO retrosynthesis dataset with 1.9M reactions from patents (1976-2016). Predict the reactants needed to synthesize the given product. (1) Given the product [CH3:2][S:3]([C:6]1[CH:7]=[CH:8][C:9]([C:12]2[C:13]([O:24][C:25]3[CH:39]=[CH:38][C:28]([O:29][CH2:30][CH2:31][N:32]4[CH2:37][CH2:36][CH2:35][CH2:34][CH2:33]4)=[CH:27][CH:26]=3)=[C:14]3[C:19](=[CH:20][CH:21]=2)[CH:18]=[C:17]([OH:22])[CH:16]=[CH:15]3)=[CH:10][CH:11]=1)(=[O:5])=[O:4], predict the reactants needed to synthesize it. The reactants are: Cl.[CH3:2][S:3]([C:6]1[CH:11]=[CH:10][C:9]([C:12]2[CH:21]=[CH:20][C:19]3[C:14](=[CH:15][CH:16]=[C:17]([O:22]C)[CH:18]=3)[C:13]=2[O:24][C:25]2[CH:39]=[CH:38][C:28]([O:29][CH2:30][CH2:31][N:32]3[CH2:37][CH2:36][CH2:35][CH2:34][CH2:33]3)=[CH:27][CH:26]=2)=[CH:8][CH:7]=1)(=[O:5])=[O:4].B(Br)(Br)Br.C([O-])(O)=O.[Na+]. (2) The reactants are: [C:1]([O:5][C:6]([N:8]1[C:16]2[C:11](=[CH:12][C:13]([C:17]([CH3:25])([CH3:24])[O:18][SiH2:19][C:20]([CH3:23])([CH3:22])[CH3:21])=[CH:14][CH:15]=2)[CH:10]=[C:9]1[C:26]1[C:27](=[O:41])[N:28]([CH2:33][O:34][CH2:35][CH2:36][Si:37]([CH3:40])([CH3:39])[CH3:38])[CH:29]=[C:30]([NH2:32])[CH:31]=1)=[O:7])([CH3:4])([CH3:3])[CH3:2].[CH3:42][C:43]1[CH:57]=[CH:56][C:46]([CH2:47][N:48]2[CH:52]=[C:51]([C:53](O)=[O:54])[CH:50]=[N:49]2)=[CH:45][CH:44]=1.FC1C=CC(CN2C=C(C(O)=O)C=N2)=CC=1. Given the product [C:1]([O:5][C:6]([N:8]1[C:16]2[C:11](=[CH:12][C:13]([C:17]([CH3:25])([CH3:24])[O:18][SiH2:19][C:20]([CH3:23])([CH3:22])[CH3:21])=[CH:14][CH:15]=2)[CH:10]=[C:9]1[C:26]1[C:27](=[O:41])[N:28]([CH2:33][O:34][CH2:35][CH2:36][Si:37]([CH3:40])([CH3:39])[CH3:38])[CH:29]=[C:30]([NH:32][C:53]([C:51]2[CH:50]=[N:49][N:48]([CH2:47][C:46]3[CH:56]=[CH:57][C:43]([CH3:42])=[CH:44][CH:45]=3)[CH:52]=2)=[O:54])[CH:31]=1)=[O:7])([CH3:2])([CH3:4])[CH3:3], predict the reactants needed to synthesize it. (3) Given the product [NH:44]1[CH:39]=[CH:37][N:36]=[C:1]1[C@@H:3]1[CH2:7][CH2:6][CH2:5][N:4]1[C:8]([O:10][C:11]([CH3:14])([CH3:13])[CH3:12])=[O:9], predict the reactants needed to synthesize it. The reactants are: [CH:1]([C@@H:3]1[CH2:7][CH2:6][CH2:5][N:4]1[C:8]([O:10][C:11]([CH3:14])([CH3:13])[CH3:12])=[O:9])=O.C1C=CC(P(C2C=CC=CC=2)C2C=CC=CC=2)=CC=1.CC[N:36](C(C)C)[CH:37]([CH3:39])C.C[N:44](C=O)C. (4) Given the product [CH2:1]([O:5][C:6]1[C:11]([F:12])=[C:10]([N:18]2[CH2:19][CH2:20][C:16]([CH3:21])([CH3:15])[CH2:17]2)[N:9]=[CH:8][N:7]=1)[C:2]#[C:3][CH3:4], predict the reactants needed to synthesize it. The reactants are: [CH2:1]([O:5][C:6]1[C:11]([F:12])=[C:10](F)[N:9]=[CH:8][N:7]=1)[C:2]#[C:3][CH3:4].Cl.[CH3:15][C:16]1([CH3:21])[CH2:20][CH2:19][NH:18][CH2:17]1.C(=O)([O-])[O-].[K+].[K+].[Cl-].[NH4+]. (5) Given the product [F:19][C:16]1[CH:17]=[CH:18][C:4]2[C:3](=[CH:2][C:28]3[CH:37]=[CH:36][C:31]4[NH:32][C:33](=[O:35])[NH:34][C:30]=4[CH:29]=3)[C:9]3[CH:10]=[CH:11][C:12]([F:14])=[CH:13][C:8]=3[CH2:7][O:6][C:5]=2[CH:15]=1, predict the reactants needed to synthesize it. The reactants are: Br[CH:2]=[C:3]1[C:9]2[CH:10]=[CH:11][C:12]([F:14])=[CH:13][C:8]=2[CH2:7][O:6][C:5]2[CH:15]=[C:16]([F:19])[CH:17]=[CH:18][C:4]1=2.CC1(C)C(C)(C)OB([C:28]2[CH:37]=[CH:36][C:31]3[NH:32][C:33](=[O:35])[NH:34][C:30]=3[CH:29]=2)O1.C([O-])([O-])=O.[Na+].[Na+].O1CCOCC1.